From a dataset of Reaction yield outcomes from USPTO patents with 853,638 reactions. Predict the reaction yield, written as a fraction of the theoretical maximum amount of product (1.0 means a 100% yield; for example, 0.34 means a 34% yield). (1) The reactants are CC1C=CC(S(O[CH2:12][CH2:13][N:14]2[CH:18]=[C:17]([I:19])[CH:16]=[N:15]2)(=O)=O)=CC=1.[CH3:20][N:21]1[CH2:26][CH2:25][NH:24][CH2:23][CH2:22]1. The catalyst is C(#N)C. The product is [I:19][C:17]1[CH:16]=[N:15][N:14]([CH2:13][CH2:12][N:24]2[CH2:25][CH2:26][N:21]([CH3:20])[CH2:22][CH2:23]2)[CH:18]=1. The yield is 0.680. (2) The reactants are C([O:5][C:6](=[O:18])[CH:7]([N:9]1[CH:13]=[C:12]([C:14]([O:16][CH3:17])=[O:15])[N:11]=[N:10]1)[CH3:8])(C)(C)C.Cl. The catalyst is O1CCOCC1. The product is [CH3:17][O:16][C:14]([C:12]1[N:11]=[N:10][N:9]([CH:7]([CH3:8])[C:6]([OH:18])=[O:5])[CH:13]=1)=[O:15]. The yield is 0.930.